The task is: Regression. Given a target protein amino acid sequence and a drug SMILES string, predict the binding affinity score between them. We predict pIC50 (pIC50 = -log10(IC50 in M); higher means more potent). Dataset: bindingdb_ic50.. This data is from Drug-target binding data from BindingDB using IC50 measurements. (1) The compound is Cc1c(C(=O)Nc2cccc(Br)c2)cccc1[N+](=O)[O-]. The target protein sequence is MATGDERFYAEHLMPTLQGLLDPESAHRLAVRFTSLGLLPRARFQDSDMLEVRVLGHKFRNPVGIAAGFDKHGEAVDGLYKMGFGFVEIGSVTPKPQEGNPRPRVFRLPEDQAVINRYGFNSHGLSVVEHRLRARQQKQAKLTEDGLPLGVNLGKNKTSVDAAEDYAEGVRVLGPLADYLVVNVSSPNTAGLRSLQGKAELRRLLTKVLQERDGLRRVHRPAVLVKIAPDLTSQDKEDIASVVKELGIDGLIVTNTTVSRPAGLQGALRSETGGLSGKPLRDLSTQTIREMYALTQGRVPIIGVGGVSSGQDALEKIRAGASLVQLYTALTFWGPPVVGKVKRELEALLKEQGFGGVTDAIGADHRR. The pIC50 is 4.0. (2) The small molecule is Cc1cc(-c2nnc3n2CCCCC3)c(C)n1-c1cccc(Cl)c1. The target protein (P00352) has sequence MSSSGTPDLPVLLTDLKIQYTKIFINNEWHDSVSGKKFPVFNPATEEELCQVEEGDKEDVDKAVKAARQAFQIGSPWRTMDASERGRLLYKLADLIERDRLLLATMESMNGGKLYSNAYLNDLAGCIKTLRYCAGWADKIQGRTIPIDGNFFTYTRHEPIGVCGQIIPWNFPLVMLIWKIGPALSCGNTVVVKPAEQTPLTALHVASLIKEAGFPPGVVNIVPGYGPTAGAAISSHMDIDKVAFTGSTEVGKLIKEAAGKSNLKRVTLELGGKSPCIVLADADLDNAVEFAHHGVFYHQGQCCIAASRIFVEESIYDEFVRRSVERAKKYILGNPLTPGVTQGPQIDKEQYDKILDLIESGKKEGAKLECGGGPWGNKGYFVQPTVFSNVTDEMRIAKEEIFGPVQQIMKFKSLDDVIKRANNTFYGLSAGVFTKDIDKAITISSALQAGTVWVNCYGVVSAQCPFGGFKMSGNGRELGEYGFHEYTEVKTVTVKISQKN.... The pIC50 is 5.3. (3) The target protein (Q27757) has sequence MEDKNILYGPEPFHPLADGTAGEQMFYALSRYADISGCIALTNAHTKENVLYEEFLKLSCRLAESFKKYGLKQNDTIAVCSENGLQFFLPLIASLYLGIIAAPVSDKYIERELIHSLGIVKPRIIFCSKNTFQKVLNVKSKLKYVETIIILDLNEDLGGYQCLNNFISQNSDINLDVKKFKPNSFNRDDQVALVMFSSGTTGVSKGVMLTHKNIVARFSHCKDPTFGNAINPTTAILTVIPFHHGFGMTTTLGYFTCGFRVALMHTFEEKLFLQSLQDYKVESTLLVPTLMAFFPKSALVEKYDLSHLKEIASGGAPLSKEIGEMVKKRFKLNFVRQGYGLTETTSAVLITPDTDVRPGSTGKIVPFHAVKVVDPTTGKILGPNETGELYFKGDMIMKSYYNNEEATKAIINKDGWLRSGDIAYYDNDGHFYIVDRLKSLIKYKGYQVAPAEIEGILLQHPYIVDAGVTGIPDEAAGELPAAGVVVQTGKYLNEQIVQNF.... The pIC50 is 5.3. The drug is COc1ccccc1-c1nc(-c2ccccn2)no1. (4) The small molecule is CN1C(=O)CC[C@]2(C)c3ccc(CC(N)=O)cc3CC[C@@H]12. The target protein (P18405) has sequence MATATGVAEERLLAALAYLQCAVGCAVFARNRQTNSVYGRHALPSHRLRVPARAAWVVQELPSLALPLYQYASESAPRLRSAPNCILLAMFLVHYGHRCLIYPFLMRGGKPMPLLACTMAIMFCTCNGYLQSRYLSHCAVYADDWVTDPRFLIGFGLWLTGMLINIHSDHILRNLRKPGDTGYKIPRGGLFEYVTAANYFGEIMEWCGYALASWSVQGAAFAFFTFCFLSGRAKEHHEWYLRKFEEYPKFRKIIIPFLF. The pIC50 is 5.0. (5) The drug is CCCc1nn(C)c2c(=O)[nH]c(-c3cc(S(=O)(=O)NC(=O)OC(C)C)ccc3OCC)nc12. The target protein sequence is MSEDAGLPVPRSQWVERGVSCATCGKRFSLFTAKSNCPCCGKLCCSDCVQAECAIVGGSAPSKVCIDCFSMLQSRRRVEPDEGSSFREFNAASAFPLQTRLLADGRVESGETSRVSPPNDGRVQHVSRANGYSNSLPVLDEYVDDLLRKSELLRMENDVLLNRLREQEAEIHALRLERDRAVARIVPDGGSMAGRSGLPQVSDEIVKELRGELAVAHLRIESVKRELKNALDRAKSSETMVRNLKQGLCNYKEEVVRPLQSREEVEMLPGVNGRRDMISTRRLPPSIVQDTILAVVPPKSCAAIGTDVDLRDWGFDTFEVASRVPSVLQSVAMHVALAWNFFASQEEAQKWAFLVAAVENNYRPNPYHNAIHAADVLQGTFSLVSAAKPLMEHLTPLECKAAAFAALTHDVCHPGRTNAFLAAVQDPVSFKFSGKGTLEQLHTVTAFELLNVTEFDFTSSMDNASFLEFKNIVSHLIGHTDMSLHSETIAKHGAKLSAGG.... The pIC50 is 6.6. (6) The small molecule is S=C=NCCc1ccccc1. The target protein (P14174) has sequence MPMFIVNTNVPRASVPDGFLSELTQQLAQATGKPPQYIAVHVVPDQLMAFGGSSEPCALCSLHSIGKIGGAQNRSYSKLLCGLLAERLRISPDRVYINYYDMNAANVGWNNSTFA. The pIC50 is 4.8.